Dataset: Reaction yield outcomes from USPTO patents with 853,638 reactions. Task: Predict the reaction yield, written as a fraction of the theoretical maximum amount of product (1.0 means a 100% yield; for example, 0.34 means a 34% yield). (1) The reactants are [CH2:1]([O:3][C:4]([C:6]1[C:7](=[O:18])[NH:8][N:9]=[C:10]([CH2:13][C:14]([CH3:17])([CH3:16])[CH3:15])[C:11]=1[OH:12])=[O:5])[CH3:2].[H-].[Na+].Br[CH2:22][CH:23]1[CH2:26][CH2:25][CH2:24]1. The catalyst is CN(C=O)C.Cl. The product is [CH2:1]([O:3][C:4]([C:6]1[C:7](=[O:18])[N:8]([CH2:22][CH:23]2[CH2:26][CH2:25][CH2:24]2)[N:9]=[C:10]([CH2:13][C:14]([CH3:17])([CH3:16])[CH3:15])[C:11]=1[OH:12])=[O:5])[CH3:2]. The yield is 0.380. (2) The reactants are [NH:1]1[CH:5]=[C:4]([C:6]2[O:7][C:8]3[CH:14]=[CH:13][CH:12]=[CH:11][C:9]=3[N:10]=2)[CH:3]=[N:2]1.C(=O)([O-])[O-].[Cs+].[Cs+].[I-].[Na+].Br[CH2:24][CH2:25][C@@:26]([CH3:36])([S:32]([CH3:35])(=[O:34])=[O:33])[C:27]([O:29][CH2:30][CH3:31])=[O:28]. The catalyst is C(#N)C. The product is [O:7]1[C:8]2[CH:14]=[CH:13][CH:12]=[CH:11][C:9]=2[N:10]=[C:6]1[C:4]1[CH:5]=[N:1][N:2]([CH2:24][CH2:25][C@@:26]([CH3:36])([S:32]([CH3:35])(=[O:34])=[O:33])[C:27]([O:29][CH2:30][CH3:31])=[O:28])[CH:3]=1. The yield is 0.910. (3) The reactants are [Cl-].[Al+3].[Cl-].[Cl-].[CH:5]1([CH2:10][CH2:11][C:12](Cl)=[O:13])[CH2:9][CH2:8][CH2:7][CH2:6]1.[Cl:15][C:16]1[CH:21]=[CH:20][CH:19]=[CH:18][CH:17]=1.O. The catalyst is ClCCCl. The product is [Cl:15][C:16]1[CH:21]=[CH:20][C:19]([C:12](=[O:13])[CH2:11][CH2:10][CH:5]2[CH2:9][CH2:8][CH2:7][CH2:6]2)=[CH:18][CH:17]=1. The yield is 0.250. (4) The reactants are [Cl:1][C:2]1[C:11]2[C:6](=[CH:7][CH:8]=[C:9]([O:12][CH3:13])[CH:10]=2)[N:5]=[CH:4][C:3]=1[C:14]([NH2:16])=O.C(OC(C(F)(F)F)=O)(C(F)(F)F)=O. The catalyst is C(Cl)Cl.CCN(CC)CC. The product is [Cl:1][C:2]1[C:11]2[C:6](=[CH:7][CH:8]=[C:9]([O:12][CH3:13])[CH:10]=2)[N:5]=[CH:4][C:3]=1[C:14]#[N:16]. The yield is 0.650. (5) The yield is 0.230. The catalyst is O1CCCC1.N.CC(C)[O-].[Ti+4].CC(C)[O-].CC(C)[O-].CC(C)[O-]. The product is [F:35][C:33]1[CH:34]=[C:29]([NH:28][C:20]2[C:19]([C:14]3[N:15]=[C:16]([CH3:18])[N:17]=[C:12]([NH2:11])[CH:13]=3)=[N:24][C:23]([CH:25]([N:8]3[CH2:9][CH2:10][N:5]([S:2]([CH3:1])(=[O:4])=[O:3])[CH2:6][CH2:7]3)[CH3:26])=[CH:22][N:21]=2)[CH:30]=[N:31][C:32]=1[O:36][CH3:37]. The reactants are [CH3:1][S:2]([N:5]1[CH2:10][CH2:9][NH:8][CH2:7][CH2:6]1)(=[O:4])=[O:3].[NH2:11][C:12]1[N:17]=[C:16]([CH3:18])[N:15]=[C:14]([C:19]2[N:24]=[C:23]([C:25](=O)[CH3:26])[CH:22]=[N:21][C:20]=2[NH:28][C:29]2[CH:30]=[N:31][C:32]([O:36][CH3:37])=[C:33]([F:35])[CH:34]=2)[CH:13]=1.C(Cl)Cl.C(O[BH-](OC(=O)C)OC(=O)C)(=O)C.[Na+]. (6) The reactants are [NH:1]1[CH:5]=[CH:4][N:3]=[C:2]1[CH:6]=[O:7].C(=O)([O-])[O-].[K+].[K+].I[CH2:15][CH3:16]. The catalyst is CN(C)C=O. The product is [CH2:15]([N:1]1[CH:5]=[CH:4][N:3]=[C:2]1[CH:6]=[O:7])[CH3:16]. The yield is 0.840. (7) The reactants are B.C1COCC1.C(O[C:12]([N:14]1[CH2:19][CH2:18][N:17]([C:20]([O:22][C:23]([CH3:26])([CH3:25])[CH3:24])=[O:21])[CH2:16][CH:15]1[C:27]([OH:29])=O)=[O:13])(C)(C)C.[H-].[Na+]. The yield is 0.200. The catalyst is C1COCC1. The product is [O:13]=[C:12]1[N:14]2[CH2:19][CH2:18][N:17]([C:20]([O:22][C:23]([CH3:24])([CH3:25])[CH3:26])=[O:21])[CH2:16][CH:15]2[CH2:27][O:29]1.